From a dataset of Reaction yield outcomes from USPTO patents with 853,638 reactions. Predict the reaction yield, written as a fraction of the theoretical maximum amount of product (1.0 means a 100% yield; for example, 0.34 means a 34% yield). (1) The reactants are [Cl:1][C:2]1[CH:7]=[CH:6][C:5]([C:8]2[CH:13]=[CH:12][N:11]3[C:14](=[O:17])[NH:15][N:16]=[C:10]3[C:9]=2[C:18]2[CH:23]=[CH:22][N:21]=[CH:20][CH:19]=2)=[CH:4][CH:3]=1.Cl[CH2:25][C:26]1[C:27]([CH2:36][CH3:37])=[N:28][C:29]([C:32]([F:35])([F:34])[F:33])=[CH:30][CH:31]=1.C([O-])([O-])=O.[K+].[K+]. The catalyst is CN(C=O)C.C(N(C(C)C)CC)(C)C. The product is [Cl:1][C:2]1[CH:7]=[CH:6][C:5]([C:8]2[CH:13]=[CH:12][N:11]3[C:14](=[O:17])[N:15]([CH2:25][C:26]4[C:27]([CH2:36][CH3:37])=[N:28][C:29]([C:32]([F:35])([F:33])[F:34])=[CH:30][CH:31]=4)[N:16]=[C:10]3[C:9]=2[C:18]2[CH:19]=[CH:20][N:21]=[CH:22][CH:23]=2)=[CH:4][CH:3]=1. The yield is 0.950. (2) The reactants are [OH:1][C:2]1[CH:7]=[C:6]([OH:8])[CH:5]=[CH:4][C:3]=1[C:9](=[O:11])[CH3:10].C([O-])([O-])=O.[K+].[K+].Cl[CH2:19][O:20][CH3:21]. The catalyst is CC(C)=O. The product is [OH:1][C:2]1[CH:7]=[C:6]([O:8][CH2:19][O:20][CH3:21])[CH:5]=[CH:4][C:3]=1[C:9](=[O:11])[CH3:10]. The yield is 0.610. (3) The reactants are [C:1]1([OH:7])[CH:6]=[CH:5][CH:4]=[CH:3][CH:2]=1.[H-].[Na+].[Cl:10][C:11]1[CH:16]=[C:15]([N+]([O-])=O)[CH:14]=[CH:13][N:12]=1. No catalyst specified. The product is [Cl:10][C:11]1[CH:16]=[C:15]([O:7][C:1]2[CH:6]=[CH:5][CH:4]=[CH:3][CH:2]=2)[CH:14]=[CH:13][N:12]=1. The yield is 0.980. (4) The reactants are [I:1][C:2]1[CH:3]=[N:4][NH:5][CH:6]=1.CS(O[CH:12]1[CH2:17][CH2:16][N:15]([C:18]([O:20][C:21]([CH3:24])([CH3:23])[CH3:22])=[O:19])[CH2:14][CH2:13]1)(=O)=O.C(=O)([O-])[O-].[K+].[K+].C(OCC)(=O)C. The catalyst is CN(C=O)C.CCCCCC. The product is [I:1][C:2]1[CH:3]=[N:4][N:5]([CH:12]2[CH2:17][CH2:16][N:15]([C:18]([O:20][C:21]([CH3:24])([CH3:23])[CH3:22])=[O:19])[CH2:14][CH2:13]2)[CH:6]=1. The yield is 0.607. (5) The reactants are [OH-].[Na+].[CH3:3][O:4][C:5](=[O:44])[CH2:6][C:7]1[CH:12]=[CH:11][C:10]([C:13]2[CH:18]=[CH:17][C:16]([C:19]([CH2:41][CH3:42])([C:22]3[CH:27]=[CH:26][C:25]([C:28]#[C:29][C:30]([OH:39])([C:35]([F:38])([F:37])[F:36])[C:31]([F:34])([F:33])[F:32])=[C:24]([CH3:40])[CH:23]=3)[CH2:20][CH3:21])=[CH:15][C:14]=2[CH3:43])=[CH:9][CH:8]=1.Cl.CO.[O:48]1[CH2:52]CC[CH2:49]1. No catalyst specified. The product is [CH3:3][O:4][C:5](=[O:44])[CH2:6][C:7]1[CH:12]=[CH:11][C:10]([C:13]2[CH:18]=[CH:17][C:16]([C:19]([CH2:20][CH3:21])([C:22]3[CH:27]=[CH:26][C:25]([C:28]#[C:29][C:30]([O:39][CH2:49][O:48][CH3:52])([C:35]([F:37])([F:36])[F:38])[C:31]([F:34])([F:32])[F:33])=[C:24]([CH3:40])[CH:23]=3)[CH2:41][CH3:42])=[CH:15][C:14]=2[CH3:43])=[CH:9][CH:8]=1. The yield is 0.770. (6) The reactants are Br[C:2]1[S:6](=[O:8])(=[O:7])[C:5]2[CH:9]=[C:10]([O:13][CH3:14])[CH:11]=[CH:12][C:4]=2[C:3]=1[O:15][C:16]1[CH:21]=[CH:20][C:19]([Br:22])=[CH:18][CH:17]=1.[BH4-].[Na+]. The catalyst is CO.CS(C)=O. The product is [Br:22][C:19]1[CH:20]=[CH:21][C:16]([O:15][C:3]2[C:4]3[CH:12]=[CH:11][C:10]([O:13][CH3:14])=[CH:9][C:5]=3[S:6](=[O:8])(=[O:7])[CH:2]=2)=[CH:17][CH:18]=1. The yield is 0.970. (7) The reactants are [NH2:1][C:2]1[CH:7]=[CH:6][CH:5]=[CH:4][C:3]=1[NH:8][C:9]1[N:14]=[CH:13][N:12]=[C:11]([N:15]([CH2:31][C:32]2[CH:33]=[N:34][CH:35]=[CH:36][CH:37]=2)[C:16]([NH:18][C:19]2[C:24]([Cl:25])=[C:23]([O:26][CH3:27])[CH:22]=[C:21]([O:28][CH3:29])[C:20]=2[Cl:30])=[O:17])[CH:10]=1.[C:38](Cl)(=[O:41])[CH:39]=[CH2:40].CO. The catalyst is C1COCC1. The product is [Cl:25][C:24]1[C:23]([O:26][CH3:27])=[CH:22][C:21]([O:28][CH3:29])=[C:20]([Cl:30])[C:19]=1[NH:18][C:16](=[O:17])[N:15]([C:11]1[N:12]=[CH:13][N:14]=[C:9]([NH:8][C:3]2[CH:4]=[CH:5][CH:6]=[CH:7][C:2]=2[NH:1][C:38](=[O:41])[CH:39]=[CH2:40])[CH:10]=1)[CH2:31][C:32]1[CH:33]=[N:34][CH:35]=[CH:36][CH:37]=1. The yield is 0.150. (8) The reactants are [CH3:1][C:2]1[CH:7]=[CH:6][CH:5]=[CH:4][C:3]=1[S:8][CH3:9].[Br:10]Br. The catalyst is C(Cl)Cl.[Fe]. The product is [Br:10][C:6]1[CH:5]=[CH:4][C:3]([S:8][CH3:9])=[C:2]([CH3:1])[CH:7]=1. The yield is 0.960.